From a dataset of Peptide-MHC class II binding affinity with 134,281 pairs from IEDB. Regression. Given a peptide amino acid sequence and an MHC pseudo amino acid sequence, predict their binding affinity value. This is MHC class II binding data. (1) The peptide sequence is HVKHFVINLIGDFEV. The MHC is HLA-DPA10201-DPB10501 with pseudo-sequence HLA-DPA10201-DPB10501. The binding affinity (normalized) is 0.380. (2) The peptide sequence is YDGFLANVSTVLTGK. The MHC is DRB1_0701 with pseudo-sequence DRB1_0701. The binding affinity (normalized) is 0.746. (3) The MHC is DRB1_0701 with pseudo-sequence DRB1_0701. The peptide sequence is LTSREVLLLTIGLSL. The binding affinity (normalized) is 0.722. (4) The peptide sequence is AVWVDGKARTAWVDS. The MHC is DRB3_0101 with pseudo-sequence DRB3_0101. The binding affinity (normalized) is 0.365. (5) The peptide sequence is AAATAYTTVYGAFAA. The MHC is HLA-DQA10102-DQB10602 with pseudo-sequence HLA-DQA10102-DQB10602. The binding affinity (normalized) is 0.786. (6) The peptide sequence is GFIFFFLFNILTGKK. The MHC is H-2-IAd with pseudo-sequence H-2-IAd. The binding affinity (normalized) is 0.245.